From a dataset of NCI-60 drug combinations with 297,098 pairs across 59 cell lines. Regression. Given two drug SMILES strings and cell line genomic features, predict the synergy score measuring deviation from expected non-interaction effect. (1) Drug 1: CCC1=CC2CC(C3=C(CN(C2)C1)C4=CC=CC=C4N3)(C5=C(C=C6C(=C5)C78CCN9C7C(C=CC9)(C(C(C8N6C)(C(=O)OC)O)OC(=O)C)CC)OC)C(=O)OC.C(C(C(=O)O)O)(C(=O)O)O. Drug 2: C1=CN(C(=O)N=C1N)C2C(C(C(O2)CO)O)O.Cl. Cell line: UACC-257. Synergy scores: CSS=16.1, Synergy_ZIP=-8.04, Synergy_Bliss=-3.43, Synergy_Loewe=-7.65, Synergy_HSA=-4.21. (2) Drug 1: CC1=C(C(=CC=C1)Cl)NC(=O)C2=CN=C(S2)NC3=CC(=NC(=N3)C)N4CCN(CC4)CCO. Drug 2: CC(C)CN1C=NC2=C1C3=CC=CC=C3N=C2N. Cell line: HS 578T. Synergy scores: CSS=19.0, Synergy_ZIP=-7.07, Synergy_Bliss=-3.12, Synergy_Loewe=-3.98, Synergy_HSA=0.985. (3) Drug 1: C1=CC=C(C=C1)NC(=O)CCCCCCC(=O)NO. Drug 2: CC12CCC3C(C1CCC2O)C(CC4=C3C=CC(=C4)O)CCCCCCCCCS(=O)CCCC(C(F)(F)F)(F)F. Cell line: UO-31. Synergy scores: CSS=2.67, Synergy_ZIP=-0.0776, Synergy_Bliss=0.625, Synergy_Loewe=-3.08, Synergy_HSA=-0.430. (4) Drug 1: CC1C(C(CC(O1)OC2CC(CC3=C2C(=C4C(=C3O)C(=O)C5=C(C4=O)C(=CC=C5)OC)O)(C(=O)CO)O)N)O.Cl. Drug 2: CC1C(C(CC(O1)OC2CC(CC3=C2C(=C4C(=C3O)C(=O)C5=CC=CC=C5C4=O)O)(C(=O)C)O)N)O. Cell line: SF-295. Synergy scores: CSS=48.6, Synergy_ZIP=-5.83, Synergy_Bliss=-3.01, Synergy_Loewe=-3.08, Synergy_HSA=0.972. (5) Drug 1: CCC1=CC2CC(C3=C(CN(C2)C1)C4=CC=CC=C4N3)(C5=C(C=C6C(=C5)C78CCN9C7C(C=CC9)(C(C(C8N6C)(C(=O)OC)O)OC(=O)C)CC)OC)C(=O)OC.C(C(C(=O)O)O)(C(=O)O)O. Drug 2: CC1=C(C(=CC=C1)Cl)NC(=O)C2=CN=C(S2)NC3=CC(=NC(=N3)C)N4CCN(CC4)CCO. Cell line: IGROV1. Synergy scores: CSS=67.1, Synergy_ZIP=-1.03, Synergy_Bliss=1.14, Synergy_Loewe=2.21, Synergy_HSA=6.11. (6) Drug 1: CCCS(=O)(=O)NC1=C(C(=C(C=C1)F)C(=O)C2=CNC3=C2C=C(C=N3)C4=CC=C(C=C4)Cl)F. Drug 2: C1=NC2=C(N=C(N=C2N1C3C(C(C(O3)CO)O)O)F)N. Cell line: NCI-H226. Synergy scores: CSS=0.532, Synergy_ZIP=1.06, Synergy_Bliss=-1.83, Synergy_Loewe=-6.96, Synergy_HSA=-5.47. (7) Drug 1: CCC1=CC2CC(C3=C(CN(C2)C1)C4=CC=CC=C4N3)(C5=C(C=C6C(=C5)C78CCN9C7C(C=CC9)(C(C(C8N6C)(C(=O)OC)O)OC(=O)C)CC)OC)C(=O)OC.C(C(C(=O)O)O)(C(=O)O)O. Drug 2: CCC1(CC2CC(C3=C(CCN(C2)C1)C4=CC=CC=C4N3)(C5=C(C=C6C(=C5)C78CCN9C7C(C=CC9)(C(C(C8N6C)(C(=O)OC)O)OC(=O)C)CC)OC)C(=O)OC)O.OS(=O)(=O)O. Cell line: NCIH23. Synergy scores: CSS=46.0, Synergy_ZIP=1.39, Synergy_Bliss=2.95, Synergy_Loewe=-2.81, Synergy_HSA=4.71.